From a dataset of CYP1A2 inhibition data for predicting drug metabolism from PubChem BioAssay. Regression/Classification. Given a drug SMILES string, predict its absorption, distribution, metabolism, or excretion properties. Task type varies by dataset: regression for continuous measurements (e.g., permeability, clearance, half-life) or binary classification for categorical outcomes (e.g., BBB penetration, CYP inhibition). Dataset: cyp1a2_veith. The molecule is O=C1CC(N2CCOCC2)C(=O)N1c1cccc(Cl)c1. The result is 0 (non-inhibitor).